Dataset: Retrosynthesis with 50K atom-mapped reactions and 10 reaction types from USPTO. Task: Predict the reactants needed to synthesize the given product. (1) Given the product COc1cccc(NC(=O)N2CCN(c3nc(-c4ccccc4)ns3)CC2)c1, predict the reactants needed to synthesize it. The reactants are: COc1cccc(N=C=O)c1.c1ccc(-c2nsc(N3CCNCC3)n2)cc1. (2) Given the product Nc1ncnc2c1nc(NCCNc1ccc([N+](=O)[O-])cc1[N+](=O)[O-])n2[C@@H]1O[C@H](COP(=O)(O)O)[C@@H](O)[C@H]1O, predict the reactants needed to synthesize it. The reactants are: NCCNc1nc2c(N)ncnc2n1[C@@H]1O[C@H](COP(=O)(O)O)[C@@H](O)[C@H]1O.O=[N+]([O-])c1ccc(F)c([N+](=O)[O-])c1. (3) Given the product NNc1nc2ccccc2s1, predict the reactants needed to synthesize it. The reactants are: Clc1nc2ccccc2s1.NN. (4) Given the product COc1ccc(COC(=O)c2cc(S(N)(=O)=O)c(Cl)cc2NCc2ccco2)cc1, predict the reactants needed to synthesize it. The reactants are: COc1ccc(CCl)cc1.NS(=O)(=O)c1cc(C(=O)O)c(NCc2ccco2)cc1Cl. (5) The reactants are: Brc1ccccc1.C1CC2(CCN1)OCCO2. Given the product c1ccc(N2CCC3(CC2)OCCO3)cc1, predict the reactants needed to synthesize it.